Task: Binary Classification. Given a drug SMILES string, predict its activity (active/inactive) in a high-throughput screening assay against a specified biological target.. Dataset: HIV replication inhibition screening data with 41,000+ compounds from the AIDS Antiviral Screen (1) The compound is O=C(CSc1nnc(Cc2ccccc2)o1)Nc1cccc([N+](=O)[O-])c1. The result is 0 (inactive). (2) The compound is COc1cc2c(cc1OC)C(=O)C(=Cc1ccc(N(C)C)cc1)CC2. The result is 0 (inactive). (3) The drug is COC1OC(C)C(NC(=O)OCC(Cl)(Cl)Cl)C2OC(C)(C)OC12. The result is 0 (inactive).